This data is from Forward reaction prediction with 1.9M reactions from USPTO patents (1976-2016). The task is: Predict the product of the given reaction. (1) The product is: [Cl:41][C:40]1[C:35]([OH:34])=[C:36]([S:43]([N:11]([CH2:10][C:9]2[CH:22]=[CH:23][CH:24]=[C:7]([O:6][C:5]3[CH:4]=[CH:3][C:2]([F:1])=[CH:26][CH:25]=3)[CH:8]=2)[CH2:12][CH2:13][CH2:14][CH2:15][C:16]2[CH:17]=[CH:18][CH:19]=[CH:20][CH:21]=2)(=[O:45])=[O:44])[CH:37]=[C:38]([Cl:42])[CH:39]=1. Given the reactants [F:1][C:2]1[CH:26]=[CH:25][C:5]([O:6][C:7]2[CH:8]=[C:9]([CH:22]=[CH:23][CH:24]=2)[CH2:10][NH:11][CH2:12][CH2:13][CH2:14][CH2:15][C:16]2[CH:21]=[CH:20][CH:19]=[CH:18][CH:17]=2)=[CH:4][CH:3]=1.C(N(CC)CC)C.[OH:34][C:35]1[C:40]([Cl:41])=[CH:39][C:38]([Cl:42])=[CH:37][C:36]=1[S:43](Cl)(=[O:45])=[O:44], predict the reaction product. (2) Given the reactants CCN(C(C)C)C(C)C.C1C=CC2N(O)N=NC=2C=1.CCN=C=NCCCN(C)C.[N:31]1[CH:36]=[CH:35][CH:34]=[C:33]([N:37]2[CH:41]=[C:40]([C:42]([NH:44][CH2:45][C:46]([OH:48])=O)=[O:43])[N:39]=[N:38]2)[CH:32]=1.NC1C=NC=CC=1.Cl.[NH:57]1[CH2:60][CH:59]([O:61][C:62]2[CH:63]=[C:64]([CH:67]=[CH:68][C:69]=2[CH3:70])[C:65]#[N:66])[CH2:58]1.Cl.FC(F)(F)C1C=C(C=CC=1)OC1CNC1, predict the reaction product. The product is: [C:65]([C:64]1[CH:67]=[CH:68][C:69]([CH3:70])=[C:62]([CH:63]=1)[O:61][CH:59]1[CH2:58][N:57]([C:46](=[O:48])[CH2:45][NH:44][C:42]([C:40]2[N:39]=[N:38][N:37]([C:33]3[CH:32]=[N:31][CH:36]=[CH:35][CH:34]=3)[CH:41]=2)=[O:43])[CH2:60]1)#[N:66]. (3) Given the reactants Br[C:2]1[CH:3]=[C:4]2[N:9]([CH:10]=1)[N:8]=[CH:7][N:6]=[C:5]2[OH:11].BrC1C=C(C(OC)=O)NC=1.CC1(C)C(C)(C)OB([C:30]2[CH:35]=[CH:34][N:33]=[C:32]([N:36]3[CH2:41][CH2:40][O:39][CH2:38][CH2:37]3)[CH:31]=2)O1.C([O-])([O-])=O.[K+].[K+], predict the reaction product. The product is: [O:39]1[CH2:40][CH2:41][N:36]([C:32]2[CH:31]=[C:30]([C:2]3[CH:3]=[C:4]4[N:9]([CH:10]=3)[N:8]=[CH:7][N:6]=[C:5]4[OH:11])[CH:35]=[CH:34][N:33]=2)[CH2:37][CH2:38]1. (4) The product is: [F:38][CH:2]([F:1])[C:3]1[N:7]([C:8]2[N:13]=[C:12]([N:14]3[CH2:19][CH2:18][O:17][CH2:16][CH2:15]3)[N:11]=[C:10]([O:20][CH:21]3[CH2:22][N:23]([C:25]([CH:27]4[CH2:32][CH2:31][C:30](=[O:33])[CH2:29][CH2:28]4)=[O:26])[CH2:24]3)[CH:9]=2)[C:6]2[CH:34]=[CH:35][CH:36]=[CH:37][C:5]=2[N:4]=1. Given the reactants [F:1][CH:2]([F:38])[C:3]1[N:7]([C:8]2[N:13]=[C:12]([N:14]3[CH2:19][CH2:18][O:17][CH2:16][CH2:15]3)[N:11]=[C:10]([O:20][CH:21]3[CH2:24][N:23]([C:25]([C@H:27]4[CH2:32][CH2:31][C@@H:30]([OH:33])[CH2:29][CH2:28]4)=[O:26])[CH2:22]3)[CH:9]=2)[C:6]2[CH:34]=[CH:35][CH:36]=[CH:37][C:5]=2[N:4]=1.CC(OI1(OC(C)=O)(OC(C)=O)OC(=O)C2C=CC=CC1=2)=O.C(OCC)(=O)C, predict the reaction product. (5) Given the reactants [F:1][C:2]1[CH:3]=[C:4]([CH:46]=[C:47]([F:49])[CH:48]=1)[CH2:5][C@H:6]([NH:24][C:25]([C:27]1[C:28]2[CH2:29][CH2:30][N:31]([CH:39]([CH2:43][CH2:44][CH3:45])[CH2:40][CH2:41][CH3:42])[C:32](=[O:38])[C:33]=2[CH:34]=[C:35]([CH3:37])[CH:36]=1)=[O:26])[C@H:7]([OH:23])[CH2:8][NH:9][C:10]1([C:13]2[CH:18]=[CH:17][CH:16]=[C:15]([C:19]([F:22])([F:21])[F:20])[CH:14]=2)[CH2:12][CH2:11]1.[ClH:50], predict the reaction product. The product is: [ClH:50].[F:49][C:47]1[CH:46]=[C:4]([CH:3]=[C:2]([F:1])[CH:48]=1)[CH2:5][C@H:6]([NH:24][C:25]([C:27]1[C:28]2[CH2:29][CH2:30][N:31]([CH:39]([CH2:43][CH2:44][CH3:45])[CH2:40][CH2:41][CH3:42])[C:32](=[O:38])[C:33]=2[CH:34]=[C:35]([CH3:37])[CH:36]=1)=[O:26])[C@H:7]([OH:23])[CH2:8][NH:9][C:10]1([C:13]2[CH:18]=[CH:17][CH:16]=[C:15]([C:19]([F:21])([F:20])[F:22])[CH:14]=2)[CH2:11][CH2:12]1. (6) Given the reactants [N:1]1[C:10]2[C:5](=[CH:6][C:7]([C:11](=[O:13])[CH3:12])=[CH:8][CH:9]=2)[CH:4]=[CH:3][CH:2]=1.[BrH:14].CC(O)=O.BrBr, predict the reaction product. The product is: [BrH:14].[Br:14][CH2:12][C:11]([C:7]1[CH:6]=[C:5]2[C:10](=[CH:9][CH:8]=1)[N:1]=[CH:2][CH:3]=[CH:4]2)=[O:13]. (7) The product is: [CH2:1]([O:8][C:9]1[CH:14]=[C:13]([O:15][CH2:16][C:17]2[CH:22]=[CH:21][CH:20]=[CH:19][CH:18]=2)[C:12]([CH:23]([CH3:25])[CH3:24])=[CH:11][C:10]=1[C:26]1[O:30][N:29]=[C:28]([C:31]([NH:33][CH2:34][CH3:35])=[O:32])[C:27]=1[C:36]1[N:37]=[C:43]([CH2:42][O:41][CH3:40])[O:39][N:38]=1)[C:2]1[CH:7]=[CH:6][CH:5]=[CH:4][CH:3]=1. Given the reactants [CH2:1]([O:8][C:9]1[CH:14]=[C:13]([O:15][CH2:16][C:17]2[CH:22]=[CH:21][CH:20]=[CH:19][CH:18]=2)[C:12]([CH:23]([CH3:25])[CH3:24])=[CH:11][C:10]=1[C:26]1[O:30][N:29]=[C:28]([C:31]([NH:33][CH2:34][CH3:35])=[O:32])[C:27]=1[C:36](=[N:38][OH:39])[NH2:37])[C:2]1[CH:7]=[CH:6][CH:5]=[CH:4][CH:3]=1.[CH3:40][O:41][CH2:42][C:43](Cl)=O, predict the reaction product. (8) Given the reactants C(O)(C(F)(F)F)=O.[CH:8]1([C:12]2[C:13]([N:21]3[CH2:26][CH2:25][N:24](C(OC(C)(C)C)=O)[CH2:23][CH2:22]3)=[C:14]3[CH:20]=[N:19][NH:18][C:15]3=[N:16][CH:17]=2)[CH2:11][CH2:10][CH2:9]1.C(Cl)[Cl:35], predict the reaction product. The product is: [ClH:35].[CH:8]1([C:12]2[C:13]([N:21]3[CH2:26][CH2:25][NH:24][CH2:23][CH2:22]3)=[C:14]3[CH:20]=[N:19][NH:18][C:15]3=[N:16][CH:17]=2)[CH2:9][CH2:10][CH2:11]1. (9) Given the reactants [NH2:1][C:2]1[CH:10]=[CH:9][CH:8]=[C:7]2[C:3]=1[CH2:4][C:5](=[O:11])[NH:6]2.[F:12][C:13]1[CH:18]=[CH:17][C:16]([N:19]2[CH:24]=[CH:23][CH:22]=[C:21]([C:25](O)=[O:26])[C:20]2=[O:28])=[CH:15][CH:14]=1.F[B-](F)(F)F.N1(OC(N(C)C)=[N+](C)C)C2C=CC=CC=2N=N1.C(N(CC)CC)C, predict the reaction product. The product is: [F:12][C:13]1[CH:18]=[CH:17][C:16]([N:19]2[CH:24]=[CH:23][CH:22]=[C:21]([C:25]([NH:1][C:2]3[CH:10]=[CH:9][CH:8]=[C:7]4[C:3]=3[CH2:4][C:5](=[O:11])[NH:6]4)=[O:26])[C:20]2=[O:28])=[CH:15][CH:14]=1.